From a dataset of Forward reaction prediction with 1.9M reactions from USPTO patents (1976-2016). Predict the product of the given reaction. (1) The product is: [CH3:37][O:38][C:39]1[CH:40]=[C:41]([CH:44]=[CH:45][C:46]=1[N:47]1[CH:51]=[C:50]([CH3:52])[N:49]=[CH:48]1)/[CH:42]=[C:17]1\[CH2:18][CH2:19][C@@H:20]2[N:25]([C:26]\1=[O:27])[C@H:24]([C:28]1[CH:29]=[C:30]([F:36])[C:31]([F:35])=[C:32]([F:34])[CH:33]=1)[CH2:23][O:22][CH2:21]2. Given the reactants O.[OH-].[Li+].O1CCCC1.C(OP([CH:17]1[C:26](=[O:27])[N:25]2[C@H:20]([CH2:21][O:22][CH2:23][C@H:24]2[C:28]2[CH:33]=[C:32]([F:34])[C:31]([F:35])=[C:30]([F:36])[CH:29]=2)[CH2:19][CH2:18]1)(=O)OCC)C.[CH3:37][O:38][C:39]1[CH:40]=[C:41]([CH:44]=[CH:45][C:46]=1[N:47]1[CH:51]=[C:50]([CH3:52])[N:49]=[CH:48]1)[CH:42]=O, predict the reaction product. (2) Given the reactants [CH:1]([S:5][C:6]1[CH:11]=[CH:10][CH:9]=[C:8]([CH2:12]Cl)[N:7]=1)([CH2:3][CH3:4])[CH3:2].[CH2:14]([O:16][C:17](=[O:30])[CH:18]([CH3:29])[CH2:19][C:20]1[CH:25]=[C:24]([F:26])[C:23]([OH:27])=[C:22]([F:28])[CH:21]=1)[CH3:15], predict the reaction product. The product is: [CH2:14]([O:16][C:17](=[O:30])[CH:18]([CH3:29])[CH2:19][C:20]1[CH:25]=[C:24]([F:26])[C:23]([O:27][CH2:12][C:8]2[CH:9]=[CH:10][CH:11]=[C:6]([S:5][CH:1]([CH2:3][CH3:4])[CH3:2])[N:7]=2)=[C:22]([F:28])[CH:21]=1)[CH3:15]. (3) Given the reactants [CH2:1]([O:3][C:4](=[O:30])[C:5]([CH3:29])([O:22][C:23]1[CH:28]=[CH:27][CH:26]=[CH:25][CH:24]=1)[CH2:6][C:7]1[CH:12]=[CH:11][C:10]([O:13][C:14]2[CH:19]=[C:18](Cl)[N:17]=[C:16]([NH2:21])[N:15]=2)=[CH:9][CH:8]=1)[CH3:2].[NH:31]1[CH2:36][CH2:35][NH:34][CH2:33][CH2:32]1, predict the reaction product. The product is: [CH2:1]([O:3][C:4](=[O:30])[C:5]([CH3:29])([O:22][C:23]1[CH:28]=[CH:27][CH:26]=[CH:25][CH:24]=1)[CH2:6][C:7]1[CH:12]=[CH:11][C:10]([O:13][C:14]2[CH:19]=[C:18]([N:31]3[CH2:36][CH2:35][NH:34][CH2:33][CH2:32]3)[N:17]=[C:16]([NH2:21])[N:15]=2)=[CH:9][CH:8]=1)[CH3:2]. (4) The product is: [CH:39]([N:19]1[CH2:18][CH2:17][C:16]([C:13]2[CH:14]=[CH:15][C:10]([O:9][CH2:8][CH2:7][CH2:6][N:1]3[CH2:5][CH2:4][CH2:3][CH2:2]3)=[CH:11][CH:12]=2)([C:22]#[N:23])[CH2:21][CH2:20]1)([CH3:41])[CH3:38]. Given the reactants [N:1]1([CH2:6][CH2:7][CH2:8][O:9][C:10]2[CH:15]=[CH:14][C:13]([C:16]3([C:22]#[N:23])[CH2:21][CH2:20][NH:19][CH2:18][CH2:17]3)=[CH:12][CH:11]=2)[CH2:5][CH2:4][CH2:3][CH2:2]1.C(O[BH-](OC(=O)C)OC(=O)C)(=O)C.[Na+].[CH3:38][C:39]([CH3:41])=O, predict the reaction product. (5) Given the reactants [F:1][C:2]([F:22])([F:21])C1C=C(C=CC=1)CCOC1C=CC([N+]([O-])=O)=CC=1.[F:23][C:24]([F:56])([F:55])[C:25]1[CH:26]=[C:27]([CH:52]=[CH:53][CH:54]=1)[CH2:28][CH2:29][O:30][C:31]1[CH:36]=[CH:35][C:34]([NH:37][C:38]([C@:40]([NH:44]C(=O)OC(C)(C)C)([CH3:43])[CH2:41][OH:42])=[O:39])=[CH:33][CH:32]=1.C(N[C@](C)(C(O)=O)CO)(OC(C)(C)C)=O.CN(C(ON1N=NC2C=CC=NC1=2)=[N+](C)C)C.F[P-](F)(F)(F)(F)F.[C:96](=[O:99])([O-:98])N, predict the reaction product. The product is: [F:1][C:2]([F:22])([F:21])[C:96]([OH:98])=[O:99].[F:23][C:24]([F:55])([F:56])[C:25]1[CH:26]=[C:27]([CH:52]=[CH:53][CH:54]=1)[CH2:28][CH2:29][O:30][C:31]1[CH:32]=[CH:33][C:34]([NH:37][C:38](=[O:39])[C@:40]([NH2:44])([CH3:43])[CH2:41][OH:42])=[CH:35][CH:36]=1.